From a dataset of Forward reaction prediction with 1.9M reactions from USPTO patents (1976-2016). Predict the product of the given reaction. (1) Given the reactants [CH3:1][C:2]1[CH:7]=[CH:6][C:5]([NH2:8])=[CH:4][C:3]=1[NH:9][C:10]1[N:15]=[C:14]([C:16]2[CH:21]=[N:20][CH:19]=[CH:18][N:17]=2)[CH:13]=[CH:12][N:11]=1.[F:22][C:23]([F:34])([F:33])[C:24]1[CH:25]=[C:26]([CH:30]=[CH:31][CH:32]=1)[C:27](O)=[O:28].F[P-](F)(F)(F)(F)F.N1(O[P+](N(C)C)(N(C)C)N(C)C)C2C=CC=CC=2N=N1.CCN(C(C)C)C(C)C, predict the reaction product. The product is: [CH3:1][C:2]1[CH:7]=[CH:6][C:5]([NH:8][C:27](=[O:28])[C:26]2[CH:30]=[CH:31][CH:32]=[C:24]([C:23]([F:22])([F:33])[F:34])[CH:25]=2)=[CH:4][C:3]=1[NH:9][C:10]1[N:15]=[C:14]([C:16]2[CH:21]=[N:20][CH:19]=[CH:18][N:17]=2)[CH:13]=[CH:12][N:11]=1. (2) The product is: [Cl:1][CH2:2][C@H:3]([OH:4])[CH2:8][O:9][CH2:7][CH2:5][Cl:6]. Given the reactants [Cl:1][CH2:2][CH2:3][OH:4].[CH2:5]([C@@H:7]1[O:9][CH2:8]1)[Cl:6], predict the reaction product.